From a dataset of Reaction yield outcomes from USPTO patents with 853,638 reactions. Predict the reaction yield, written as a fraction of the theoretical maximum amount of product (1.0 means a 100% yield; for example, 0.34 means a 34% yield). (1) The reactants are [N:1]([CH2:4][C:5]1[N:6]=[C:7]([C:10]2[CH:15]=[CH:14][C:13]([F:16])=[CH:12][CH:11]=2)[O:8][CH:9]=1)=[N+]=[N-].C1(P(C2C=CC=CC=2)C2C=CC=CC=2)C=CC=CC=1. The catalyst is C1COCC1.O. The product is [F:16][C:13]1[CH:12]=[CH:11][C:10]([C:7]2[O:8][CH:9]=[C:5]([CH2:4][NH2:1])[N:6]=2)=[CH:15][CH:14]=1. The yield is 0.750. (2) The reactants are [F:1][C:2]1[CH:3]=[C:4]([CH:48]=[CH:49][CH:50]=1)[CH2:5][N:6]1[C:10]([CH3:11])=[C:9]([C:12]2[C:20]3[C:15](=[N:16][CH:17]=[C:18]([C:21]4[CH:22]=[CH:23][C:24]([O:32][CH2:33][CH2:34][CH2:35][OH:36])=[C:25]([NH:27][S:28]([CH3:31])(=[O:30])=[O:29])[CH:26]=4)[CH:19]=3)[N:14](S(C3C=CC(C)=CC=3)(=O)=O)[CH:13]=2)[C:8]([CH3:47])=[N:7]1.[OH-].[Li+]. The catalyst is C1COCC1.CO.O. The product is [F:1][C:2]1[CH:3]=[C:4]([CH:48]=[CH:49][CH:50]=1)[CH2:5][N:6]1[C:10]([CH3:11])=[C:9]([C:12]2[C:20]3[C:15](=[N:16][CH:17]=[C:18]([C:21]4[CH:22]=[CH:23][C:24]([O:32][CH2:33][CH2:34][CH2:35][OH:36])=[C:25]([NH:27][S:28]([CH3:31])(=[O:30])=[O:29])[CH:26]=4)[CH:19]=3)[NH:14][CH:13]=2)[C:8]([CH3:47])=[N:7]1. The yield is 0.0110.